From a dataset of Reaction yield outcomes from USPTO patents with 853,638 reactions. Predict the reaction yield, written as a fraction of the theoretical maximum amount of product (1.0 means a 100% yield; for example, 0.34 means a 34% yield). (1) The reactants are [C:1]([BH3-])#N.[Na+].Cl.[Cl:6][C:7]1[CH:12]=[CH:11][C:10]([C:13]2[S:38][C:16]3[C:17](=[O:37])[N:18]([C:21]4[CH:22]=[N:23][C:24]([N:27]5[CH2:31][CH2:30][C@@H:29]([NH:32][CH2:33][CH:34]([F:36])[F:35])[CH2:28]5)=[CH:25][CH:26]=4)[CH:19]=[CH:20][C:15]=3[CH:14]=2)=[CH:9][CH:8]=1.C(O)(=O)C.C=O. The catalyst is CO. The product is [Cl:6][C:7]1[CH:12]=[CH:11][C:10]([C:13]2[S:38][C:16]3[C:17](=[O:37])[N:18]([C:21]4[CH:22]=[N:23][C:24]([N:27]5[CH2:31][CH2:30][C@@H:29]([N:32]([CH2:33][CH:34]([F:36])[F:35])[CH3:1])[CH2:28]5)=[CH:25][CH:26]=4)[CH:19]=[CH:20][C:15]=3[CH:14]=2)=[CH:9][CH:8]=1. The yield is 0.800. (2) The reactants are COC1C=CC(C[N:8]([CH2:19][C:20]2[CH:25]=[CH:24][CH:23]=[C:22]([C:26]3[C:38]4[C:37]5[CH2:36][CH2:35][CH2:34][CH2:33][C:32]=5[C:31](=[O:39])[NH:30][C:29]=4[N:28]([CH3:40])[N:27]=3)[CH:21]=2)C(=O)OCC2C=CC=CC=2)=CC=1. The catalyst is FC(F)(F)C(O)=O. The product is [NH2:8][CH2:19][C:20]1[CH:21]=[C:22]([C:26]2[C:38]3[C:37]4[CH2:36][CH2:35][CH2:34][CH2:33][C:32]=4[C:31](=[O:39])[NH:30][C:29]=3[N:28]([CH3:40])[N:27]=2)[CH:23]=[CH:24][CH:25]=1. The yield is 0.500. (3) The reactants are OC(C(F)(F)F)=O.[NH2:8][CH2:9][CH2:10][C:11]1[O:15][C:14]([C@@H:16]2[CH2:22][CH2:21][C@@H:20]3[CH2:23][N:17]2[C:18](=[O:32])[N:19]3[O:24][CH2:25][C:26]2[CH:31]=[CH:30][CH:29]=[CH:28][CH:27]=2)=[N:13][N:12]=1.[C:33]([O:37][C:38](=[O:54])[N:39]=[C:40]([NH:46][C:47]([O:49][C:50]([CH3:53])([CH3:52])[CH3:51])=[O:48])N1C=CC=N1)([CH3:36])([CH3:35])[CH3:34]. The catalyst is CO. The product is [C:50]([O:49][C:47]([N:46]=[C:40]([NH:39][C:38]([O:37][C:33]([CH3:36])([CH3:35])[CH3:34])=[O:54])[NH:8][CH2:9][CH2:10][C:11]1[O:15][C:14]([C@@H:16]2[CH2:22][CH2:21][C@@H:20]3[CH2:23][N:17]2[C:18](=[O:32])[N:19]3[O:24][CH2:25][C:26]2[CH:31]=[CH:30][CH:29]=[CH:28][CH:27]=2)=[N:13][N:12]=1)=[O:48])([CH3:53])([CH3:52])[CH3:51]. The yield is 0.700.